This data is from Peptide-MHC class I binding affinity with 185,985 pairs from IEDB/IMGT. The task is: Regression. Given a peptide amino acid sequence and an MHC pseudo amino acid sequence, predict their binding affinity value. This is MHC class I binding data. (1) The peptide sequence is AYISSEATTPV. The MHC is HLA-A01:01 with pseudo-sequence HLA-A01:01. The binding affinity (normalized) is 0.169. (2) The peptide sequence is NSDYMMWVG. The MHC is HLA-B44:02 with pseudo-sequence HLA-B44:02. The binding affinity (normalized) is 0.0847.